Dataset: Catalyst prediction with 721,799 reactions and 888 catalyst types from USPTO. Task: Predict which catalyst facilitates the given reaction. (1) Reactant: [NH:1]([C:10]([O:12][CH2:13][CH:14]1[C:26]2[C:21](=[CH:22][CH:23]=[CH:24][CH:25]=2)[C:20]2[C:15]1=[CH:16][CH:17]=[CH:18][CH:19]=2)=[O:11])[C@H:2]([C:7](O)=[O:8])[CH2:3][CH:4]([CH3:6])[CH3:5].[NH2:27][C:28]1[CH:33]=[CH:32][N:31]=[CH:30][CH:29]=1.C1C=NC2N(O)N=NC=2C=1.N1C(C)=CC(C)=CC=1C.CC(C)N=C=NC(C)C. Product: [CH:16]1[C:15]2[CH:14]([CH2:13][O:12][C:10]([NH:1][C@@H:2]([CH2:3][CH:4]([CH3:6])[CH3:5])[C:7]([NH:27][C:28]3[CH:33]=[CH:32][N:31]=[CH:30][CH:29]=3)=[O:8])=[O:11])[C:26]3[C:21](=[CH:22][CH:23]=[CH:24][CH:25]=3)[C:20]=2[CH:19]=[CH:18][CH:17]=1. The catalyst class is: 16. (2) Reactant: Cl[C:2]1[C:11]([CH:12]=[O:13])=[CH:10][C:9]2[C:4](=[CH:5][CH:6]=[CH:7][CH:8]=2)[N:3]=1.[CH2:14]([NH:16][CH2:17][C@H:18]1[CH2:23][CH2:22][C@H:21]([CH2:24][C:25]([O:27][CH2:28][CH3:29])=[O:26])[CH2:20][CH2:19]1)[CH3:15].C(=O)([O-])[O-].[K+].[K+].[BH4-].[Na+].[Cl-].[NH4+]. Product: [CH2:14]([N:16]([CH2:17][C@H:18]1[CH2:23][CH2:22][C@H:21]([CH2:24][C:25]([O:27][CH2:28][CH3:29])=[O:26])[CH2:20][CH2:19]1)[C:2]1[C:11]([CH2:12][OH:13])=[CH:10][C:9]2[C:4](=[CH:5][CH:6]=[CH:7][CH:8]=2)[N:3]=1)[CH3:15]. The catalyst class is: 727.